This data is from Full USPTO retrosynthesis dataset with 1.9M reactions from patents (1976-2016). The task is: Predict the reactants needed to synthesize the given product. (1) Given the product [Br:1][C:2]1[CH:17]=[CH:16][C:5]2[C:6]([NH:25][CH2:24][C:21]3[CH:22]=[CH:23][N:19]([CH3:18])[N:20]=3)=[N:7][C:8]3[C:13]([C:4]=2[CH:3]=1)=[C:12]([Cl:14])[N:11]=[CH:10][CH:9]=3, predict the reactants needed to synthesize it. The reactants are: [Br:1][C:2]1[CH:17]=[CH:16][C:5]2[C:6](Cl)=[N:7][C:8]3[C:13]([C:4]=2[CH:3]=1)=[C:12]([Cl:14])[N:11]=[CH:10][CH:9]=3.[CH3:18][N:19]1[CH:23]=[CH:22][C:21]([CH2:24][NH2:25])=[N:20]1.CCN(CC)CC. (2) The reactants are: [ClH:1].[CH3:2][O:3][C:4]1[N:5]=[C:6]2[C:11](=[CH:12][CH:13]=1)[N:10]=[CH:9][CH:8]=[C:7]2[N:14]1[CH2:19][C@@H:18]2[CH2:20][C@H:15]1[CH2:16][N:17]2[CH2:21][CH2:22][NH2:23].[O:24]=[C:25]1[CH2:30][S:29][C:28]2[CH:31]=[CH:32][C:33]([CH:35]=O)=[N:34][C:27]=2[NH:26]1.S([O-])([O-])(=O)=O.[Na+].[Na+].C(N(C(C)C)CC)(C)C.[BH4-].[Na+]. Given the product [ClH:1].[ClH:1].[ClH:1].[CH3:2][O:3][C:4]1[N:5]=[C:6]2[C:11](=[CH:12][CH:13]=1)[N:10]=[CH:9][CH:8]=[C:7]2[N:14]1[CH2:19][C@@H:18]2[CH2:20][C@H:15]1[CH2:16][N:17]2[CH2:21][CH2:22][NH:23][CH2:35][C:33]1[CH:32]=[CH:31][C:28]2[S:29][CH2:30][C:25](=[O:24])[NH:26][C:27]=2[N:34]=1, predict the reactants needed to synthesize it. (3) Given the product [Cl:1][C:2]1[CH:31]=[C:30]([Cl:32])[CH:29]=[CH:28][C:3]=1[CH2:4][O:5][CH2:6][C@H:7]1[O:11][CH:10]([O:12][CH3:13])[C@H:9]([OH:34])[C@@H:8]1[O:18][CH2:19][C:20]1[CH:25]=[CH:24][C:23]([Cl:26])=[CH:22][C:21]=1[Cl:27], predict the reactants needed to synthesize it. The reactants are: [Cl:1][C:2]1[CH:31]=[C:30]([Cl:32])[CH:29]=[CH:28][C:3]=1[CH2:4][O:5][CH2:6][C@H:7]1[O:11][CH:10]([O:12][CH3:13])[C@H:9](CC([O-])=O)[C@H:8]1[O:18][CH2:19][C:20]1[CH:25]=[CH:24][C:23]([Cl:26])=[CH:22][C:21]=1[Cl:27].C[O-:34].[Na+].Cl. (4) Given the product [Br:17][CH2:15][C:14]([C:11]1[CH:12]=[N:13][C:8]([O:1][C:2]2[CH:3]=[CH:4][CH:5]=[CH:6][CH:7]=2)=[N:9][CH:10]=1)=[O:16], predict the reactants needed to synthesize it. The reactants are: [O:1]([C:8]1[N:13]=[CH:12][C:11]([C:14](=[O:16])[CH3:15])=[CH:10][N:9]=1)[C:2]1[CH:7]=[CH:6][CH:5]=[CH:4][CH:3]=1.[Br-:17].[Br-].[Br-].C([N+](CCCC)(CCCC)CCCC)CCC.C([N+](CCCC)(CCCC)CCCC)CCC.C([N+](CCCC)(CCCC)CCCC)CCC.CCCCCC. (5) The reactants are: C([NH:11][CH2:12][CH2:13][CH2:14][CH2:15][C:16]1[CH:21]=[CH:20][CH:19]=[CH:18][C:17]=1[O:22][CH2:23][CH:24]([O:30][C:31](=[O:33])[CH3:32])[CH2:25][O:26][C:27](=[O:29])[CH3:28])(OCC1C=CC=CC=1)=O.C(O)(=O)C. Given the product [C:31]([O:30][CH:24]([CH2:25][O:26][C:27](=[O:29])[CH3:28])[CH2:23][O:22][C:17]1[CH:18]=[CH:19][CH:20]=[CH:21][C:16]=1[CH2:15][CH2:14][CH2:13][CH2:12][NH2:11])(=[O:33])[CH3:32], predict the reactants needed to synthesize it. (6) Given the product [N:14]1([C:11]2[N:12]=[CH:13][C:8]([O:7][CH2:6][C:4]3[CH:5]=[N:1][N:2]([CH:20]4[CH2:25][CH2:24][N:23]([C:26]([O:28][C:29]([CH3:32])([CH3:31])[CH3:30])=[O:27])[CH2:22][CH:21]4[CH3:33])[N:3]=3)=[CH:9][CH:10]=2)[CH:18]=[N:17][N:16]=[N:15]1, predict the reactants needed to synthesize it. The reactants are: [N:1]1[NH:2][N:3]=[C:4]([CH2:6][O:7][C:8]2[CH:9]=[CH:10][C:11]([N:14]3[CH:18]=[N:17][N:16]=[N:15]3)=[N:12][CH:13]=2)[CH:5]=1.O[CH:20]1[CH2:25][CH2:24][N:23]([C:26]([O:28][C:29]([CH3:32])([CH3:31])[CH3:30])=[O:27])[CH2:22][CH:21]1[CH3:33]. (7) Given the product [Br:13][C:6]1[C:5]2[C:10](=[CH:11][C:2]([Cl:1])=[CH:3][CH:4]=2)[N:9]=[CH:8][CH:7]=1, predict the reactants needed to synthesize it. The reactants are: [Cl:1][C:2]1[CH:11]=[C:10]2[C:5]([C:6](O)=[CH:7][CH:8]=[N:9]2)=[CH:4][CH:3]=1.[Br-:13].[Br-].C1(P(C2C=CC=CC=2)C2C=CC=CC=2)C=CC=CC=1.